This data is from Full USPTO retrosynthesis dataset with 1.9M reactions from patents (1976-2016). The task is: Predict the reactants needed to synthesize the given product. (1) Given the product [F:15][C:11]1[CH:12]=[C:13]2[C:8](=[CH:9][CH:10]=1)[NH:7][C:6]1[C:5]([O:23][CH3:24])=[C:4]3[NH:25][C:26]4[CH:27]=[CH:28][C:29]([F:32])=[CH:30][C:31]=4[C:3]3=[C:2]([N:33]3[CH2:37][CH2:36][CH2:35][CH2:34]3)[C:14]2=1, predict the reactants needed to synthesize it. The reactants are: Br[C:2]1[C:14]2[C:13]3[C:8](=[CH:9][CH:10]=[C:11]([F:15])[CH:12]=3)[N:7](C(OC(C)(C)C)=O)[C:6]=2[C:5]([O:23][CH3:24])=[C:4]2[NH:25][C:26]3[CH:27]=[CH:28][C:29]([F:32])=[CH:30][C:31]=3[C:3]=12.[NH:33]1[CH2:37][CH2:36][CH2:35][CH2:34]1.C1C=CC(P(C2C(C3C(P(C4C=CC=CC=4)C4C=CC=CC=4)=CC=C4C=3C=CC=C4)=C3C(C=CC=C3)=CC=2)C2C=CC=CC=2)=CC=1.CC([O-])(C)C.[Na+].C(O)(C(F)(F)F)=O. (2) Given the product [F:13][C:14]1[CH:15]=[CH:16][C:17]([C:20]2[C:21]3[N:22]([N:7]=[C:27]([NH2:29])[N:26]=3)[CH:23]=[CH:24][CH:25]=2)=[CH:18][CH:19]=1, predict the reactants needed to synthesize it. The reactants are: Cl.NO.C([N:7](CC)C(C)C)(C)C.[F:13][C:14]1[CH:19]=[CH:18][C:17]([C:20]2[C:21]([NH:26][C:27]([NH:29]C(OCC)=O)=S)=[N:22][CH:23]=[CH:24][CH:25]=2)=[CH:16][CH:15]=1. (3) Given the product [C:1]([C:3]1[CH:4]=[C:5]([C:6]2[O:8][N:56]=[C:39]([C:40]3[CH:48]=[CH:47][CH:46]=[C:45]4[C:41]=3[CH:42]=[CH:43][N:44]4[CH2:49][CH2:50][C:51]([O:53][CH2:54][CH3:55])=[O:52])[N:38]=2)[CH:9]=[CH:10][C:11]=1[O:12][CH:13]([CH3:15])[CH3:14])#[N:2], predict the reactants needed to synthesize it. The reactants are: [C:1]([C:3]1[CH:4]=[C:5]([CH:9]=[CH:10][C:11]=1[O:12][CH:13]([CH3:15])[CH3:14])[C:6]([OH:8])=O)#[N:2].CCN=C=NCCCN(C)C.C1C=CC2N(O)N=NC=2C=1.O[NH:38][C:39](=[NH:56])[C:40]1[CH:48]=[CH:47][CH:46]=[C:45]2[C:41]=1[CH:42]=[CH:43][N:44]2[CH2:49][CH2:50][C:51]([O:53][CH2:54][CH3:55])=[O:52]. (4) Given the product [CH2:1]([O:8][C:9]([N:11]1[CH2:16][C@H:15]([O:17][CH2:18][C:19]2[CH:20]=[CH:21][C:22]3[O:27][CH2:26][CH2:25][N:24]([CH2:28][CH2:29][CH2:30][O:31][CH3:32])[C:23]=3[CH:33]=2)[C@@H:14]([C:34]2[CH:39]=[CH:38][C:37]([O:40][CH3:41])=[CH:36][CH:35]=2)[CH2:13][C@H:12]1[C:42](=[O:44])[NH:47][CH3:46])=[O:10])[C:2]1[CH:7]=[CH:6][CH:5]=[CH:4][CH:3]=1, predict the reactants needed to synthesize it. The reactants are: [CH2:1]([O:8][C:9]([N:11]1[CH2:16][C@H:15]([O:17][CH2:18][C:19]2[CH:20]=[CH:21][C:22]3[O:27][CH2:26][CH2:25][N:24]([CH2:28][CH2:29][CH2:30][O:31][CH3:32])[C:23]=3[CH:33]=2)[C@@H:14]([C:34]2[CH:39]=[CH:38][C:37]([O:40][CH3:41])=[CH:36][CH:35]=2)[CH2:13][C@H:12]1[C:42]([OH:44])=O)=[O:10])[C:2]1[CH:7]=[CH:6][CH:5]=[CH:4][CH:3]=1.Cl.[CH3:46][NH2:47]. (5) Given the product [NH2:4][C:5]1[CH:10]=[CH:9][C:8]([C:11](=[O:33])[CH2:12][CH2:13][C:14]([N:16]2[CH2:17][CH2:18][CH:19]([N:22]3[CH2:31][C:30]4[C:25](=[CH:26][CH:27]=[CH:28][CH:29]=4)[NH:24][C:23]3=[O:32])[CH2:20][CH2:21]2)=[O:15])=[CH:7][C:6]=1[Br:34], predict the reactants needed to synthesize it. The reactants are: C([NH:4][C:5]1[CH:10]=[CH:9][C:8]([C:11](=[O:33])[CH2:12][CH2:13][C:14]([N:16]2[CH2:21][CH2:20][CH:19]([N:22]3[CH2:31][C:30]4[C:25](=[CH:26][CH:27]=[CH:28][CH:29]=4)[NH:24][C:23]3=[O:32])[CH2:18][CH2:17]2)=[O:15])=[CH:7][C:6]=1[Br:34])(=O)C.Cl. (6) Given the product [CH3:1][O:2][C:3]1[CH:4]=[CH:5][C:6]([N:9]2[C:18]3[C:13](=[CH:14][C:15]([F:24])=[C:16]([N:19]4[CH2:20][CH2:21][CH2:22][CH2:23]4)[CH:17]=3)[C:12](=[O:25])[N:11]([OH:26])[C:10]2=[O:34])=[CH:7][CH:8]=1, predict the reactants needed to synthesize it. The reactants are: [CH3:1][O:2][C:3]1[CH:8]=[CH:7][C:6]([N:9]2[C:18]3[C:13](=[CH:14][C:15]([F:24])=[C:16]([N:19]4[CH2:23][CH2:22][CH2:21][CH2:20]4)[CH:17]=3)[C:12](=[O:25])[N:11]([O:26]CC3C=CC=CC=3)[C:10]2=[O:34])=[CH:5][CH:4]=1. (7) Given the product [C:19]([O:23][C:24]([NH:1][C@@H:2]([CH2:7][CH2:8][I:34])[C:3]([O:5][CH3:6])=[O:4])=[O:26])([CH3:22])([CH3:21])[CH3:20], predict the reactants needed to synthesize it. The reactants are: [NH2:1][C@@H:2]([CH2:7][CH2:8]Br)[C:3]([O:5][CH3:6])=[O:4].C(N(CC)C(C)C)(C)C.[C:19]([O:23][C:24]([O:26]C(OC(C)(C)C)=O)=O)([CH3:22])([CH3:21])[CH3:20].[I-:34].[Na+].